This data is from Forward reaction prediction with 1.9M reactions from USPTO patents (1976-2016). The task is: Predict the product of the given reaction. (1) Given the reactants Cl.O1CCOCC1.C(OC(=O)[NH:14][CH2:15][C:16]1[CH:25]=[CH:24][CH:23]=[C:22]2[C:17]=1[CH:18]=[C:19]([C:27]1[CH:32]=[CH:31][C:30]([CH2:33][N:34]3[CH:38]=[CH:37][N:36]=[C:35]3[CH2:39][O:40][CH3:41])=[CH:29][CH:28]=1)[NH:20][C:21]2=[O:26])(C)(C)C, predict the reaction product. The product is: [NH2:14][CH2:15][C:16]1[CH:25]=[CH:24][CH:23]=[C:22]2[C:17]=1[CH:18]=[C:19]([C:27]1[CH:32]=[CH:31][C:30]([CH2:33][N:34]3[CH:38]=[CH:37][N:36]=[C:35]3[CH2:39][O:40][CH3:41])=[CH:29][CH:28]=1)[NH:20][C:21]2=[O:26]. (2) Given the reactants [CH:1]1([N:7]2[C:12]([OH:13])=[C:11]([C:14]([NH:16][CH2:17][C:18]([O:20]CC)=[O:19])=[O:15])[C:10](=[O:23])[NH:9][C:8]2=[O:24])[CH2:6][CH2:5][CH2:4][CH2:3][CH2:2]1.C(=O)([O-])[O-].[K+].[K+].[Br:31][C:32]1[CH:37]=[C:36]([C:38]([CH3:41])([CH3:40])[CH3:39])[CH:35]=[CH:34][C:33]=1[CH2:42]Br.Cl, predict the reaction product. The product is: [Br:31][C:32]1[CH:37]=[C:36]([C:38]([CH3:40])([CH3:39])[CH3:41])[CH:35]=[CH:34][C:33]=1[CH2:42][N:9]1[C:10](=[O:23])[C:11]([C:14]([NH:16][CH2:17][C:18]([OH:20])=[O:19])=[O:15])=[C:12]([OH:13])[N:7]([CH:1]2[CH2:6][CH2:5][CH2:4][CH2:3][CH2:2]2)[C:8]1=[O:24]. (3) Given the reactants [OH:1][C:2]1([C:5]([OH:7])=[O:6])[CH2:4][CH2:3]1.N1C=CC=CC=1.[C:14](Cl)([CH3:16])=[O:15], predict the reaction product. The product is: [C:14]([O:1][C:2]1([C:5]([OH:7])=[O:6])[CH2:4][CH2:3]1)(=[O:15])[CH3:16].